From a dataset of Catalyst prediction with 721,799 reactions and 888 catalyst types from USPTO. Predict which catalyst facilitates the given reaction. Reactant: [OH:1][C:2]1[C:14]2[C:13]3C=[CH:11][C:10]([C:15]([F:18])([F:17])[F:16])=[CH:9][C:8]=3[NH:7][C:6]=2[C:5](C#N)=[CH:4][N:3]=1.[C:21]([O-])([O-])=O.[K+].[K+].CI.[NH4+].[Cl-].[CH3:31][N:32]([CH:34]=O)[CH3:33]. Product: [CH3:21][O:1][C:2]1[C:14]2[C:13]3[CH:8]=[CH:9][C:10]([C:15]([F:18])([F:17])[F:16])=[CH:11][C:33]=3[N:32]([CH3:31])[C:34]=2[C:5]([C:6]#[N:7])=[CH:4][N:3]=1. The catalyst class is: 161.